This data is from Full USPTO retrosynthesis dataset with 1.9M reactions from patents (1976-2016). The task is: Predict the reactants needed to synthesize the given product. (1) Given the product [F:1][C:2]1[CH:3]=[CH:4][C:5]2[C:6]3[C:11]([C@@H:12]([CH3:25])[N:13]([C:16]([C:18]4[CH:19]=[CH:20][C:21]([OH:24])=[CH:22][CH:23]=4)=[O:17])[C:14]=2[CH:15]=1)=[CH:10][CH:9]=[CH:8][CH:7]=3, predict the reactants needed to synthesize it. The reactants are: [F:1][C:2]1[CH:3]=[CH:4][C:5]2[C:6]3[C:11]([CH:12]([CH3:25])[N:13]([C:16]([C:18]4[CH:23]=[CH:22][C:21]([OH:24])=[CH:20][CH:19]=4)=[O:17])[C:14]=2[CH:15]=1)=[CH:10][CH:9]=[CH:8][CH:7]=3. (2) Given the product [CH2:1]([C@@H:14](/[CH:13]=[CH:12]/[C@H:8]([CH2:1][C:2]1[CH:3]=[CH:4][CH:5]=[CH:6][CH:7]=1)[C:9]([NH:18][C@H:19]1[CH2:25][CH2:24][S:23][C@H:22]2[CH2:26][CH2:27][CH2:28][C@@H:29]([C:30]([O:32][CH3:33])=[O:31])[N:21]2[C:20]1=[O:34])=[O:11])[C:15]([NH:18][C@H:19]1[CH2:25][CH2:24][S:23][C@H:22]2[CH2:26][CH2:27][CH2:28][C@@H:29]([C:30]([O:32][CH3:33])=[O:31])[N:21]2[C:20]1=[O:34])=[O:17])[C:2]1[CH:7]=[CH:6][CH:5]=[CH:4][CH:3]=1, predict the reactants needed to synthesize it. The reactants are: [CH2:1]([C@@H:8]([CH2:12][CH2:13][CH2:14][C:15]([OH:17])=O)[C:9]([OH:11])=O)[C:2]1[CH:7]=[CH:6][CH:5]=[CH:4][CH:3]=1.[NH2:18][C@H:19]1[CH2:25][CH2:24][S:23][C@H:22]2[CH2:26][CH2:27][CH2:28][C@@H:29]([C:30]([O:32][CH3:33])=[O:31])[N:21]2[C:20]1=[O:34]. (3) Given the product [CH2:13]([C:12]1[CH:11]=[C:10]2[C:6](=[CH:5][C:4]=1[CH2:1][CH3:2])[CH2:7][C:8]([NH:16][C:17](=[O:24])[C:18]1[CH:23]=[CH:22][CH:21]=[CH:20][CH:19]=1)([CH3:15])[CH2:9]2)[CH3:14], predict the reactants needed to synthesize it. The reactants are: [C:1]([C:4]1[CH:5]=[C:6]2[C:10](=[CH:11][C:12]=1[CH2:13][CH3:14])[CH2:9][C:8]([NH:16][C:17](=[O:24])[C:18]1[CH:23]=[CH:22][CH:21]=[CH:20][CH:19]=1)([CH3:15])[CH2:7]2)(=O)[CH3:2].C(C1C=C2C(=CC=1)CC(NC(=O)C1C=CC=CC=1)(C)C2)C. (4) Given the product [F:8][C:5]([CH3:7])([CH3:6])[CH:4]([C:9]1[CH:10]=[CH:11][C:12]([O:15][C:16]([F:17])([F:18])[F:19])=[CH:13][CH:14]=1)[NH2:1], predict the reactants needed to synthesize it. The reactants are: [N:1]([CH:4]([C:9]1[CH:14]=[CH:13][C:12]([O:15][C:16]([F:19])([F:18])[F:17])=[CH:11][CH:10]=1)[C:5]([F:8])([CH3:7])[CH3:6])=[N+]=[N-]. (5) Given the product [CH2:27]([C:6]1[CH:7]=[C:8]([C:11]2[CH:12]=[C:13]([C:15]3[CH:20]=[CH:19][CH:18]=[CH:17][C:16]=3[O:21][CH2:22][CH2:23][O:24][CH3:25])[NH:32][C:30](=[O:31])[N:29]=2)[CH:9]=[CH:10][C:5]=1[NH2:4])[CH3:28], predict the reactants needed to synthesize it. The reactants are: C([NH:4][C:5]1[CH:10]=[CH:9][C:8]([C:11](=O)[CH2:12][C:13]([C:15]2[CH:20]=[CH:19][CH:18]=[CH:17][C:16]=2[O:21][CH2:22][CH2:23][O:24][CH3:25])=O)=[CH:7][C:6]=1[CH2:27][CH3:28])(=O)C.[NH2:29][C:30]([NH2:32])=[O:31].Cl. (6) Given the product [CH:32]1([C:30]2[NH:29][N:28]=[C:27]([NH:26][C:23](=[O:24])[CH2:22][C:4]3[C:3]([O:2][CH3:1])=[CH:8][C:7]([O:9][C:10]4[C:19]5[C:14](=[CH:15][CH:16]=[C:17]([O:20][CH3:21])[CH:18]=5)[N:13]=[CH:12][CH:11]=4)=[CH:6][N:5]=3)[CH:31]=2)[CH2:34][CH2:33]1, predict the reactants needed to synthesize it. The reactants are: [CH3:1][O:2][C:3]1[C:4]([CH2:22][C:23](O)=[O:24])=[N:5][CH:6]=[C:7]([O:9][C:10]2[C:19]3[C:14](=[CH:15][CH:16]=[C:17]([O:20][CH3:21])[CH:18]=3)[N:13]=[CH:12][CH:11]=2)[CH:8]=1.[NH2:26][C:27]1[CH:31]=[C:30]([CH:32]2[CH2:34][CH2:33]2)[NH:29][N:28]=1. (7) The reactants are: [Cl:1][C:2]1[CH:7]=[CH:6][C:5]([C:8]2[N:9]=[CH:10][C:11]([O:21][CH:22]3[CH2:25][N:24](C(OC(C)(C)C)=O)[CH2:23]3)=[N:12][C:13]=2[C:14]2[CH:19]=[CH:18][C:17]([Cl:20])=[CH:16][CH:15]=2)=[CH:4][CH:3]=1.C(O)(C(F)(F)F)=O. Given the product [NH:24]1[CH2:23][CH:22]([O:21][C:11]2[N:12]=[C:13]([C:14]3[CH:19]=[CH:18][C:17]([Cl:20])=[CH:16][CH:15]=3)[C:8]([C:5]3[CH:4]=[CH:3][C:2]([Cl:1])=[CH:7][CH:6]=3)=[N:9][CH:10]=2)[CH2:25]1, predict the reactants needed to synthesize it. (8) The reactants are: [Cl:1][C:2]1[N:7]=[CH:6][N:5]=[C:4]([NH:8][CH3:9])[CH:3]=1.C(N(CC)CC)C.CN(C1C=CC=CN=1)C.[C:34](O[C:34]([O:36][C:37]([CH3:40])([CH3:39])[CH3:38])=[O:35])([O:36][C:37]([CH3:40])([CH3:39])[CH3:38])=[O:35]. Given the product [C:37]([O:36][C:34](=[O:35])[N:8]([C:4]1[CH:3]=[C:2]([Cl:1])[N:7]=[CH:6][N:5]=1)[CH3:9])([CH3:38])([CH3:39])[CH3:40], predict the reactants needed to synthesize it. (9) Given the product [CH2:22]([S:21][C:19]1[N:18]=[C:17]([NH:29][C@H:30]([CH3:33])[CH2:31][O:32][Si:6]([C:9]([CH3:12])([CH3:11])[CH3:10])([CH3:8])[CH3:7])[CH:16]=[C:15]([NH2:14])[N:20]=1)[C:23]1[CH:28]=[CH:27][CH:26]=[CH:25][CH:24]=1, predict the reactants needed to synthesize it. The reactants are: N1C=CN=C1.[Si:6](Cl)([C:9]([CH3:12])([CH3:11])[CH3:10])([CH3:8])[CH3:7].[NH2:14][C:15]1[N:20]=[C:19]([S:21][CH2:22][C:23]2[CH:28]=[CH:27][CH:26]=[CH:25][CH:24]=2)[N:18]=[C:17]([NH:29][C@H:30]([CH3:33])[CH2:31][OH:32])[CH:16]=1. (10) Given the product [F:19][C:2]([F:1])([S:15]([O-:18])(=[O:16])=[O:17])[CH:3]([O:8][C:9](=[O:14])[C:10]([CH3:12])=[CH2:11])[C:4]([F:5])([F:7])[F:6].[CH2:20]([NH+:22]([CH2:25][CH3:26])[CH2:23][CH3:24])[CH3:21], predict the reactants needed to synthesize it. The reactants are: [F:1][C:2]([F:19])([S:15]([O-:18])(=[O:17])=[O:16])[CH:3]([O:8][C:9](=[O:14])[C:10](C)([CH3:12])[CH3:11])[C:4]([F:7])([F:6])[F:5].[CH2:20]([NH+:22]([CH2:25][CH3:26])[CH2:23][CH3:24])[CH3:21].O.[Na].C(N(CC)CC)C.C(OC(=O)C(C)=C)(=O)C(C)=C.Cl.